From a dataset of Full USPTO retrosynthesis dataset with 1.9M reactions from patents (1976-2016). Predict the reactants needed to synthesize the given product. (1) Given the product [C:2]([C:4]1[CH:5]=[C:6]2[C:10](=[CH:11][CH:12]=1)[NH:9][CH:8]=[C:7]2[CH2:13][CH2:14][CH2:15][CH2:16][N:17]1[CH2:22][CH2:21][N:20]([C:23]2[CH:24]=[CH:25][C:26]3[O:30][C:29]([C:31]([NH2:39])=[O:33])=[CH:28][C:27]=3[CH:36]=2)[CH2:19][CH2:18]1)#[N:3], predict the reactants needed to synthesize it. The reactants are: Cl.[C:2]([C:4]1[CH:5]=[C:6]2[C:10](=[CH:11][CH:12]=1)[NH:9][CH:8]=[C:7]2[CH2:13][CH2:14][CH2:15][CH2:16][N:17]1[CH2:22][CH2:21][N:20]([C:23]2[CH:24]=[CH:25][C:26]3[O:30][C:29]([C:31]([O:33]CC)=O)=[CH:28][C:27]=3[CH:36]=2)[CH2:19][CH2:18]1)#[N:3].C([NH2:39])=O.CC[O-].[Na+].O. (2) Given the product [Br:1][C:2]1[CH:8]=[CH:7][C:6]([N+:9]([O-:11])=[O:10])=[CH:5][C:3]=1[NH:4][NH2:12], predict the reactants needed to synthesize it. The reactants are: [Br:1][C:2]1[CH:8]=[CH:7][C:6]([N+:9]([O-:11])=[O:10])=[CH:5][C:3]=1[NH2:4].[N:12]([O-])=O.[Na+].[Sn](Cl)Cl. (3) Given the product [C:1]1([N:7]2[C:11]([C:12]([F:15])([F:14])[F:13])=[C:10]([C:16]3[O:20][N:19]=[C:18]4[C:21]5[C:26]([CH2:27][CH2:28][C:17]=34)=[CH:25][C:24]([CH:29]=[O:35])=[CH:23][CH:22]=5)[CH:9]=[N:8]2)[CH:6]=[CH:5][CH:4]=[CH:3][CH:2]=1, predict the reactants needed to synthesize it. The reactants are: [C:1]1([N:7]2[C:11]([C:12]([F:15])([F:14])[F:13])=[C:10]([C:16]3[O:20][N:19]=[C:18]4[C:21]5[C:26]([CH2:27][CH2:28][C:17]=34)=[CH:25][C:24]([CH:29]=C)=[CH:23][CH:22]=5)[CH:9]=[N:8]2)[CH:6]=[CH:5][CH:4]=[CH:3][CH:2]=1.C[N+]1([O-])CC[O:35]CC1.I([O-])(=O)(=O)=O.[Na+]. (4) The reactants are: [CH:1]1([N:5]2[CH2:11][CH2:10][C:9]3[CH:12]=[CH:13][C:14]([C:16]([O:18]CC)=[O:17])=[CH:15][C:8]=3[CH2:7][CH2:6]2)[CH2:4][CH2:3][CH2:2]1.[OH-].[Na+].Cl. Given the product [CH:1]1([N:5]2[CH2:11][CH2:10][C:9]3[CH:12]=[CH:13][C:14]([C:16]([OH:18])=[O:17])=[CH:15][C:8]=3[CH2:7][CH2:6]2)[CH2:2][CH2:3][CH2:4]1, predict the reactants needed to synthesize it. (5) Given the product [ClH:36].[CH3:24][CH:25]([CH3:35])[CH2:26][N:27]([CH2:28][CH2:29][C:30]([O:32][CH2:33][CH3:34])=[O:31])[C:11]([C:9]1[CH:8]=[CH:7][C:6]2[N:2]([CH3:1])[C:3]([CH2:14][S:15][C:16]3[CH:21]=[CH:20][C:19]([C:22](=[NH:23])[NH2:41])=[CH:18][CH:17]=3)=[N:4][C:5]=2[CH:10]=1)=[O:12], predict the reactants needed to synthesize it. The reactants are: [CH3:1][N:2]1[C:6]2[CH:7]=[CH:8][C:9]([C:11](O)=[O:12])=[CH:10][C:5]=2[N:4]=[C:3]1[CH2:14][S:15][C:16]1[CH:21]=[CH:20][C:19]([C:22]#[N:23])=[CH:18][CH:17]=1.[CH3:24][CH:25]([CH3:35])[CH2:26][N-:27][CH2:28][CH2:29][C:30]([O:32][CH2:33][CH3:34])=[O:31].[ClH:36].C(=O)([O-])[O-].[NH4+:41].[NH4+].C(OCC)(=O)C.C(O)C.N. (6) The reactants are: [F:1][C:2]1[CH:25]=[CH:24][C:5]([CH2:6][O:7][C:8]2[N:9]=[N:10][CH:11]=[C:12]3[C:16]([CH3:17])=[C:15]([CH3:18])[N:14]([CH2:19][C@H:20]4[CH2:22][C@@H:21]4[CH3:23])[C:13]=23)=[CH:4][CH:3]=1.[N+]([O-])([O-])=O.[Ce+4].[NH4+].[N+]([O-])([O-])=O.[N+]([O-])([O-])=O.[N+]([O-])([O-])=O.[N+]([O-])([O-])=O.O.[C:49]([OH:52])(=[O:51])[CH3:50]. Given the product [C:49]([O:52][CH2:17][C:16]1[C:12]2[C:13](=[C:8]([O:7][CH2:6][C:5]3[CH:24]=[CH:25][C:2]([F:1])=[CH:3][CH:4]=3)[N:9]=[N:10][CH:11]=2)[N:14]([CH2:19][C@H:20]2[CH2:22][C@@H:21]2[CH3:23])[C:15]=1[CH3:18])(=[O:51])[CH3:50], predict the reactants needed to synthesize it.